This data is from Reaction yield outcomes from USPTO patents with 853,638 reactions. The task is: Predict the reaction yield, written as a fraction of the theoretical maximum amount of product (1.0 means a 100% yield; for example, 0.34 means a 34% yield). (1) The yield is 0.0356. The reactants are Cl.[CH:2]1([CH2:5][C:6]2[CH:11]=[C:10]([CH3:12])[C:9]([NH2:13])=[C:8]([CH3:14])[CH:7]=2)[CH2:4][CH2:3]1.[CH3:15][C:16]1[C:20]([CH2:21][O:22][C:23]2[CH:28]=[CH:27][C:26]([S:29](Cl)(=[O:31])=[O:30])=[CH:25][CH:24]=2)=[C:19]([CH3:33])[O:18][N:17]=1.C(N=C(N(C)C)N(C)C)(C)(C)C. The product is [CH:2]1([CH2:5][C:6]2[CH:7]=[C:8]([CH3:14])[C:9]([NH:13][S:29]([C:26]3[CH:25]=[CH:24][C:23]([O:22][CH2:21][C:20]4[C:16]([CH3:15])=[N:17][O:18][C:19]=4[CH3:33])=[CH:28][CH:27]=3)(=[O:30])=[O:31])=[C:10]([CH3:12])[CH:11]=2)[CH2:3][CH2:4]1. The catalyst is N1C=CC=CC=1.CO. (2) The reactants are [Cl:1][C:2]1[C:3]([C:9]([OH:11])=O)=[N:4][C:5]([Cl:8])=[CH:6][CH:7]=1.[CH:12]1[N:16]=[C:15]([NH2:17])[S:14][CH:13]=1.O.ON1C2C=CC=CC=2N=N1.Cl.CN(C)CCCN=C=NCC. The catalyst is C(Cl)(Cl)Cl. The product is [Cl:1][C:2]1[C:3]([C:9]([NH:17][C:15]2[S:14][CH:13]=[CH:12][N:16]=2)=[O:11])=[N:4][C:5]([Cl:8])=[CH:6][CH:7]=1. The yield is 0.640. (3) The reactants are [C:1]1([S:7]([C:10]([CH:16]2[CH2:28][CH2:27][C:26]3[C:25]4[C:20](=[CH:21][CH:22]=[C:23]([Cl:29])[CH:24]=4)[NH:19][C:18]=3[CH2:17]2)([F:15])[C:11]([NH:13][CH3:14])=[O:12])(=[O:9])=[O:8])[CH:6]=[CH:5][CH:4]=[CH:3][CH:2]=1.C(N(CC)CC)C.[O:37](C(OC(C)(C)C)=O)[C:38]([O:40][C:41]([CH3:44])([CH3:43])[CH3:42])=O. The catalyst is C(Cl)Cl.CN(C1C=CN=CC=1)C. The product is [C:41]([O:40][C:38]([N:19]1[C:18]2[CH2:17][CH:16]([C:10]([S:7]([C:1]3[CH:2]=[CH:3][CH:4]=[CH:5][CH:6]=3)(=[O:8])=[O:9])([F:15])[C:11](=[O:12])[NH:13][CH3:14])[CH2:28][CH2:27][C:26]=2[C:25]2[C:20]1=[CH:21][CH:22]=[C:23]([Cl:29])[CH:24]=2)=[O:37])([CH3:44])([CH3:43])[CH3:42]. The yield is 0.740.